From a dataset of Forward reaction prediction with 1.9M reactions from USPTO patents (1976-2016). Predict the product of the given reaction. (1) Given the reactants [F:1][C:2]1[CH:7]=[CH:6][C:5]([N:8]2[C:12]([CH:13]([CH3:15])[CH3:14])=[C:11]([NH2:16])[CH:10]=[N:9]2)=[CH:4][CH:3]=1.[Cl:17][C:18]1[C:19]([C:28]([F:31])([F:30])[F:29])=[N:20][N:21]([CH2:24][C:25](O)=[O:26])[C:22]=1[CH3:23].C(N(C(C)C)CC)(C)C.CN(C(ON1N=NC2C=CC=NC1=2)=[N+](C)C)C.F[P-](F)(F)(F)(F)F, predict the reaction product. The product is: [Cl:17][C:18]1[C:19]([C:28]([F:30])([F:29])[F:31])=[N:20][N:21]([CH2:24][C:25]([NH:16][C:11]2[CH:10]=[N:9][N:8]([C:5]3[CH:4]=[CH:3][C:2]([F:1])=[CH:7][CH:6]=3)[C:12]=2[CH:13]([CH3:14])[CH3:15])=[O:26])[C:22]=1[CH3:23]. (2) Given the reactants [C:1]([O:5][C:6](=[O:23])[NH:7][CH2:8][CH2:9][O:10][C:11]1[CH:12]=[CH:13][CH:14]=[C:15]2[C:20]=1[N:19]=[C:18]([CH3:21])[CH:17]=[C:16]2Cl)([CH3:4])([CH3:3])[CH3:2].[Cl:24][C:25]1[CH:26]=[C:27]([CH:30]=[CH:31][C:32]=1[Cl:33])[CH2:28][NH2:29], predict the reaction product. The product is: [C:1]([O:5][C:6](=[O:23])[NH:7][CH2:8][CH2:9][O:10][C:11]1[CH:12]=[CH:13][CH:14]=[C:15]2[C:20]=1[N:19]=[C:18]([CH3:21])[CH:17]=[C:16]2[NH:29][CH2:28][C:27]1[CH:30]=[CH:31][C:32]([Cl:33])=[C:25]([Cl:24])[CH:26]=1)([CH3:4])([CH3:3])[CH3:2]. (3) Given the reactants Br[C:2]1[CH:24]=[C:23]([F:25])[C:22]([F:26])=[CH:21][C:3]=1[O:4][CH2:5][C:6]([N:8]([CH:18]([CH3:20])[CH3:19])[NH:9][C:10](=[O:17])[C:11]1[CH:16]=[CH:15][CH:14]=[CH:13][CH:12]=1)=[O:7].C([O-])([O-])=O.[Na+].[Na+].[CH2:33]([C:35]1[CH:40]=[CH:39][CH:38]=[CH:37][C:36]=1B(O)O)[CH3:34], predict the reaction product. The product is: [CH2:33]([C:35]1[CH:40]=[CH:39][CH:38]=[CH:37][C:36]=1[C:2]1[CH:24]=[C:23]([F:25])[C:22]([F:26])=[CH:21][C:3]=1[O:4][CH2:5][C:6]([N:8]([CH:18]([CH3:20])[CH3:19])[NH:9][C:10](=[O:17])[C:11]1[CH:16]=[CH:15][CH:14]=[CH:13][CH:12]=1)=[O:7])[CH3:34]. (4) Given the reactants [CH3:1][C:2]1[C:10]2([CH2:15][CH2:14][N:13]([C:16]([C:18]3[CH:19]=[N:20][C:21]4[N:22]([N:31]=[CH:32][C:33]=4[C:34]([OH:36])=O)[C:23]=3[NH:24][C:25]3[CH:30]=[CH:29][CH:28]=[CH:27][CH:26]=3)=[O:17])[CH2:12][CH2:11]2)[C:9]2[C:4](=[CH:5][CH:6]=[CH:7][CH:8]=2)[CH:3]=1.[CH3:37][S:38]([NH2:41])(=[O:40])=[O:39], predict the reaction product. The product is: [CH3:1][C:2]1[C:10]2([CH2:15][CH2:14][N:13]([C:16]([C:18]3[CH:19]=[N:20][C:21]4[N:22]([N:31]=[CH:32][C:33]=4[C:34]([NH:41][S:38]([CH3:37])(=[O:40])=[O:39])=[O:36])[C:23]=3[NH:24][C:25]3[CH:30]=[CH:29][CH:28]=[CH:27][CH:26]=3)=[O:17])[CH2:12][CH2:11]2)[C:9]2[C:4](=[CH:5][CH:6]=[CH:7][CH:8]=2)[CH:3]=1. (5) Given the reactants Cl.[N:2]([CH2:5][CH2:6][C@H:7]([NH2:15])[CH2:8][C:9]1[CH:14]=[CH:13][CH:12]=[CH:11][CH:10]=1)=[N+:3]=[N-:4].F[C:17]1[N:22]=[C:21]([N:23]([CH3:36])[C:24]2[CH:29]=[CH:28][N:27]=[C:26]([C:30]3[CH:35]=[CH:34][CH:33]=[CH:32][CH:31]=3)[N:25]=2)[CH:20]=[CH:19][N:18]=1, predict the reaction product. The product is: [N:2]([CH2:5][CH2:6][C@H:7]([NH:15][C:17]1[N:22]=[C:21]([N:23]([CH3:36])[C:24]2[CH:29]=[CH:28][N:27]=[C:26]([C:30]3[CH:35]=[CH:34][CH:33]=[CH:32][CH:31]=3)[N:25]=2)[CH:20]=[CH:19][N:18]=1)[CH2:8][C:9]1[CH:14]=[CH:13][CH:12]=[CH:11][CH:10]=1)=[N+:3]=[N-:4]. (6) Given the reactants [C:1]([O:5][C:6]([C:8]1[O:9][C:10]2[CH:17]=[CH:16][CH:15]=[C:14]([OH:18])[C:11]=2[C:12]=1[CH3:13])=[O:7])([CH3:4])([CH3:3])[CH3:2].Br[CH2:20][C:21]([O:23][CH2:24][CH3:25])=[O:22].CN(C=O)C, predict the reaction product. The product is: [C:1]([O:5][C:6]([C:8]1[O:9][C:10]2[CH:17]=[CH:16][CH:15]=[C:14]([O:18][CH2:20][C:21]([O:23][CH2:24][CH3:25])=[O:22])[C:11]=2[C:12]=1[CH3:13])=[O:7])([CH3:4])([CH3:2])[CH3:3]. (7) Given the reactants [Cl:1][C:2]1[N:7]=[CH:6][C:5]([CH:8]=[N:9][C:10]2[S:11][CH:12]=[CH:13][N:14]=2)=[CH:4][CH:3]=1.[BH4-].[Na+], predict the reaction product. The product is: [Cl:1][C:2]1[N:7]=[CH:6][C:5]([CH2:8][NH:9][C:10]2[S:11][CH:12]=[CH:13][N:14]=2)=[CH:4][CH:3]=1.